Dataset: Catalyst prediction with 721,799 reactions and 888 catalyst types from USPTO. Task: Predict which catalyst facilitates the given reaction. (1) Product: [F:1][C:2]1[CH:3]=[CH:4][C:5]([N:8]2[CH:9]=[CH:10][C:11]([CH:23]=[O:24])=[CH:12]2)=[CH:6][CH:7]=1. Reactant: [F:1][C:2]1[CH:7]=[CH:6][C:5]([N:8]2[CH:12]=[CH:11][CH:10]=[C:9]2C=O)=[CH:4][CH:3]=1.FC(F)(F)S(O)(=O)=O.[C:23](=O)([O-])[O-:24].[K+].[K+]. The catalyst class is: 68. (2) Reactant: C[O:2][C:3]([C:5]1[C:6]([CH2:22][C:23]([F:26])([F:25])[F:24])=[N:7][C:8]2[C:13]([C:14]=1[C:15]1[CH:20]=[CH:19][CH:18]=[CH:17][CH:16]=1)=[CH:12][C:11]([Cl:21])=[CH:10][CH:9]=2)=[O:4].[I-].[Li+]. Product: [Cl:21][C:11]1[CH:12]=[C:13]2[C:8](=[CH:9][CH:10]=1)[N:7]=[C:6]([CH2:22][C:23]([F:26])([F:24])[F:25])[C:5]([C:3]([OH:4])=[O:2])=[C:14]2[C:15]1[CH:16]=[CH:17][CH:18]=[CH:19][CH:20]=1. The catalyst class is: 17.